From a dataset of Reaction yield outcomes from USPTO patents with 853,638 reactions. Predict the reaction yield, written as a fraction of the theoretical maximum amount of product (1.0 means a 100% yield; for example, 0.34 means a 34% yield). (1) The reactants are [CH2:1]([O:8][C:9]([N:11]1[CH2:16][C@@H:15]([C:17](=O)[NH:18][CH2:19][C:20]2[C:25]([Cl:26])=[N:24][CH:23]=[CH:22][N:21]=2)[CH2:14][CH2:13][C@@H:12]1[CH2:28][O:29][CH3:30])=[O:10])[C:2]1[CH:7]=[CH:6][CH:5]=[CH:4][CH:3]=1.O=P(Cl)(Cl)Cl.C([O-])(O)=O.[Na+]. The catalyst is CC#N. The product is [CH2:1]([O:8][C:9]([N:11]1[CH2:16][C@H:15]([C:17]2[N:21]3[CH:22]=[CH:23][N:24]=[C:25]([Cl:26])[C:20]3=[CH:19][N:18]=2)[CH2:14][CH2:13][C@H:12]1[CH2:28][O:29][CH3:30])=[O:10])[C:2]1[CH:7]=[CH:6][CH:5]=[CH:4][CH:3]=1. The yield is 0.980. (2) The reactants are [C:1]([C:3]1[CH:4]=[C:5]([C:9]2[CH:10]=[C:11]3[C:16](=[CH:17][CH:18]=2)[CH:15]=[C:14]([CH2:19][CH2:20]OS(C)(=O)=O)[CH:13]=[CH:12]3)[CH:6]=[N:7][CH:8]=1)#[N:2].[CH3:26][C@@H:27]1[CH2:31][CH2:30][CH2:29][NH:28]1.C(=O)([O-])[O-].[Cs+].[Cs+]. The catalyst is C(#N)C. The product is [CH3:26][C@@H:27]1[CH2:31][CH2:30][CH2:29][N:28]1[CH2:20][CH2:19][C:14]1[CH:15]=[C:16]2[C:11](=[CH:12][CH:13]=1)[CH:10]=[C:9]([C:5]1[CH:6]=[N:7][CH:8]=[C:3]([CH:4]=1)[C:1]#[N:2])[CH:18]=[CH:17]2. The yield is 0.570. (3) The reactants are [N+:1]([C:4]1[CH:5]=[CH:6][C:7]([O:21][CH2:22][CH2:23][CH3:24])=[C:8]([C:10]2[NH:15][C:14](=[O:16])[C:13]([CH2:17][CH3:18])=[C:12]([CH2:19][CH3:20])[N:11]=2)[CH:9]=1)([O-])=O. The catalyst is CO.[Pd]. The product is [NH2:1][C:4]1[CH:5]=[CH:6][C:7]([O:21][CH2:22][CH2:23][CH3:24])=[C:8]([C:10]2[NH:15][C:14](=[O:16])[C:13]([CH2:17][CH3:18])=[C:12]([CH2:19][CH3:20])[N:11]=2)[CH:9]=1. The yield is 0.970. (4) The reactants are [NH2:1][C:2]([C:4]1[C:5]([F:18])=[C:6]([CH:14]=[CH:15][C:16]=1[F:17])[O:7][CH2:8][CH:9]=[CH:10][C:11]([OH:13])=[O:12])=[O:3]. The catalyst is C(O)CCC.[Rh]. The product is [NH2:1][C:2]([C:4]1[C:5]([F:18])=[C:6]([CH:14]=[CH:15][C:16]=1[F:17])[O:7][CH2:8][CH2:9][CH2:10][C:11]([O:13][CH2:2][CH2:4][CH2:16][CH3:15])=[O:12])=[O:3]. The yield is 0.870. (5) The reactants are Br[C:2]1[CH:7]=[CH:6][C:5]([NH:8][C:9]([C:11]2[NH:12][CH:13]=[C:14]([C:16]#[N:17])[N:15]=2)=[O:10])=[C:4]([C:18]2[CH2:23][CH2:22][CH2:21][CH2:20][CH:19]=2)[CH:3]=1.C([Mg]Cl)(C)C.C([Li])(C)(C)C.[CH3:34][C:35]([CH3:37])=[O:36].[NH4+].[Cl-]. The catalyst is C1COCC1.CCOC(C)=O. The product is [C:18]1([C:4]2[CH:3]=[C:2]([C:35]([OH:36])([CH3:37])[CH3:34])[CH:7]=[CH:6][C:5]=2[NH:8][C:9]([C:11]2[NH:12][CH:13]=[C:14]([C:16]#[N:17])[N:15]=2)=[O:10])[CH2:23][CH2:22][CH2:21][CH2:20][CH:19]=1. The yield is 0.680. (6) The reactants are I[C:2]1[CH:7]=[CH:6][CH:5]=[CH:4][CH:3]=1.B([O-])O[C:10]1[CH:15]=[CH:14][C:13]([Cl:16])=[CH:12][CH:11]=1.C(=O)([O-])[O-].[K+].[K+]. The catalyst is C(O)C. The product is [Cl:16][C:13]1[CH:14]=[CH:15][C:10]([C:2]2[CH:7]=[CH:6][CH:5]=[CH:4][CH:3]=2)=[CH:11][CH:12]=1. The yield is 0.900.